Task: Predict the product of the given reaction.. Dataset: Forward reaction prediction with 1.9M reactions from USPTO patents (1976-2016) Given the reactants [Cl-].[Cl-].[Cl-].[In+3].C([SiH](CC)CC)C.[CH3:12][O:13][C:14](=[O:33])[CH2:15][C:16]1[C:25]([C:26]#[CH:27])=[C:24]([O:28][C:29](=[O:31])[CH3:30])[C:23]2[C:18](=[CH:19][CH:20]=[C:21]([F:32])[CH:22]=2)[CH:17]=1.C(B(CC)CC)C, predict the reaction product. The product is: [CH3:12][O:13][C:14](=[O:33])[CH2:15][C:16]1[C:25]([CH:26]=[CH2:27])=[C:24]([O:28][C:29](=[O:31])[CH3:30])[C:23]2[C:18](=[CH:19][CH:20]=[C:21]([F:32])[CH:22]=2)[CH:17]=1.